Dataset: Full USPTO retrosynthesis dataset with 1.9M reactions from patents (1976-2016). Task: Predict the reactants needed to synthesize the given product. (1) The reactants are: [CH2:6]([N:7]=C=O)[CH2:5][CH2:4][CH2:4][CH2:5][CH2:6][N:7]=C=O.[CH2:13]([CH:21](S)[C:22]([O-:24])=[O:23])CCCCC(C)C.[CH2:26]([CH:34](S)C([O-])=O)[CH2:27][CH2:28]CCC(C)C.C([Sn+2]CCCC)CCC. Given the product [C:6](#[N:7])[CH:5]=[CH2:4].[C:22]([O:24][CH2:34][CH2:26][CH2:27][CH3:28])(=[O:23])[CH:21]=[CH2:13].[C:6](#[N:7])[CH:5]=[CH2:4], predict the reactants needed to synthesize it. (2) Given the product [OH:33][CH2:30][C:31]([NH:1][CH2:2][CH:3]([OH:29])[CH2:4][O:5][C:6]1[C:11]([CH3:12])=[CH:10][C:9]([C:13]2[O:14][C:15]([C:18]3[S:19][CH:20]=[C:21]([CH2:24][CH:25]([CH3:27])[CH3:26])[C:22]=3[CH3:23])=[N:16][N:17]=2)=[CH:8][C:7]=1[CH3:28])=[O:32], predict the reactants needed to synthesize it. The reactants are: [NH2:1][CH2:2][CH:3]([OH:29])[CH2:4][O:5][C:6]1[C:11]([CH3:12])=[CH:10][C:9]([C:13]2[O:14][C:15]([C:18]3[S:19][CH:20]=[C:21]([CH2:24][CH:25]([CH3:27])[CH3:26])[C:22]=3[CH3:23])=[N:16][N:17]=2)=[CH:8][C:7]=1[CH3:28].[C:30](O)(=[O:33])[CH2:31][OH:32].CCN(C(C)C)C(C)C.CN(C(ON1N=NC2C=CC=CC1=2)=[N+](C)C)C.[B-](F)(F)(F)F. (3) Given the product [CH2:8]([O:12][C:13]1[N:21]=[C:20]2[C:16]([N:17]=[C:18]([O:22][CH3:23])[N:19]2[CH2:32][CH:33]2[CH2:38][CH2:37][O:36][C:35]([CH3:40])([CH3:39])[CH2:34]2)=[C:15]([NH2:24])[N:14]=1)[CH2:9][CH2:10][CH3:11], predict the reactants needed to synthesize it. The reactants are: FC(F)(F)C(O)=O.[CH2:8]([O:12][C:13]1[N:21]=[C:20]2[C:16]([N:17]=[C:18]([O:22][CH3:23])[NH:19]2)=[C:15]([NH2:24])[N:14]=1)[CH2:9][CH2:10][CH3:11].C(=O)([O-])[O-].[K+].[K+].Br[CH2:32][CH:33]1[CH2:38][CH2:37][O:36][C:35]([CH3:40])([CH3:39])[CH2:34]1. (4) Given the product [CH:30]1([CH2:29][O:28][C:22]2[CH:23]=[C:24]([F:27])[CH:25]=[CH:26][C:21]=2[C:20]2[CH:19]=[CH:18][N:17]=[C:16]3[C:12]([C:10]([NH:9][C@H:6]4[CH2:7][CH2:8][C@@H:3]([NH:2][C:38](=[O:37])[CH2:39][OH:40])[CH2:4][CH2:5]4)=[O:11])=[C:13]([CH3:33])[NH:14][C:15]=23)[CH2:31][CH2:32]1, predict the reactants needed to synthesize it. The reactants are: Cl.[NH2:2][C@@H:3]1[CH2:8][CH2:7][C@H:6]([NH:9][C:10]([C:12]2[C:16]3=[N:17][CH:18]=[CH:19][C:20]([C:21]4[CH:26]=[CH:25][C:24]([F:27])=[CH:23][C:22]=4[O:28][CH2:29][CH:30]4[CH2:32][CH2:31]4)=[C:15]3[NH:14][C:13]=2[CH3:33])=[O:11])[CH2:5][CH2:4]1.C([O:37][CH2:38][C:39](Cl)=[O:40])(=O)C. (5) Given the product [Cl:1][C:2]1[C:3]([S:24]([N:27]([CH2:28][C:29]2[CH:30]=[CH:31][C:32]([O:35][CH3:36])=[CH:33][CH:34]=2)[CH2:37][C:38]2[CH:43]=[CH:42][C:41]([O:44][CH3:45])=[CH:40][CH:39]=2)(=[O:25])=[O:26])=[N:4][CH:5]=[C:6]([C:9]([N:11]2[CH2:16][CH2:15][CH:14]([C:17]3[CH:22]=[CH:21][C:20]([F:23])=[CH:19][CH:18]=3)[CH2:13][CH2:12]2)=[O:10])[C:7]=1[NH:51][C:50]1[CH:52]=[CH:53][C:47]([Cl:46])=[CH:48][CH:49]=1, predict the reactants needed to synthesize it. The reactants are: [Cl:1][C:2]1[C:3]([S:24]([N:27]([CH2:37][C:38]2[CH:43]=[CH:42][C:41]([O:44][CH3:45])=[CH:40][CH:39]=2)[CH2:28][C:29]2[CH:34]=[CH:33][C:32]([O:35][CH3:36])=[CH:31][CH:30]=2)(=[O:26])=[O:25])=[N:4][CH:5]=[C:6]([C:9]([N:11]2[CH2:16][CH2:15][CH:14]([C:17]3[CH:22]=[CH:21][C:20]([F:23])=[CH:19][CH:18]=3)[CH2:13][CH2:12]2)=[O:10])[C:7]=1Cl.[Cl:46][C:47]1[CH:53]=[CH:52][C:50]([NH2:51])=[CH:49][CH:48]=1. (6) Given the product [CH3:46][S:47]([OH:50])(=[O:49])=[O:48].[F:45][C:15]1[CH:16]=[C:17]([NH:20][C:21]([C:23]2[C:24](=[O:44])[N:25]([C:38]3[CH:39]=[CH:40][CH:41]=[CH:42][CH:43]=3)[N:26]([CH2:29][C@@H:30]([O:32][C:33](=[O:37])[C@@H:34]([NH2:36])[CH3:35])[CH3:31])[C:27]=2[CH3:28])=[O:22])[CH:18]=[CH:19][C:14]=1[O:13][C:7]1[C:6]2[C:11](=[CH:12][C:3]([O:2][CH3:1])=[CH:4][CH:5]=2)[N:10]=[CH:9][CH:8]=1, predict the reactants needed to synthesize it. The reactants are: [CH3:1][O:2][C:3]1[CH:12]=[C:11]2[C:6]([C:7]([O:13][C:14]3[CH:19]=[CH:18][C:17]([NH:20][C:21]([C:23]4[C:24](=[O:44])[N:25]([C:38]5[CH:43]=[CH:42][CH:41]=[CH:40][CH:39]=5)[N:26]([CH2:29][C@@H:30]([O:32][C:33](=[O:37])[C@@H:34]([NH2:36])[CH3:35])[CH3:31])[C:27]=4[CH3:28])=[O:22])=[CH:16][C:15]=3[F:45])=[CH:8][CH:9]=[N:10]2)=[CH:5][CH:4]=1.[CH3:46][S:47]([OH:50])(=[O:49])=[O:48].